This data is from Forward reaction prediction with 1.9M reactions from USPTO patents (1976-2016). The task is: Predict the product of the given reaction. (1) Given the reactants [F:1][C:2]1[CH:7]=[CH:6][C:5]([C:8]2[CH:12]=[C:11]([CH2:13][NH:14][C:15]3[C:24]4[C:19](=[CH:20][CH:21]=[CH:22][N:23]=4)[N:18]=[CH:17][C:16]=3[N+:25]([O-])=O)[O:10][N:9]=2)=[CH:4][CH:3]=1, predict the reaction product. The product is: [F:1][C:2]1[CH:3]=[CH:4][C:5]([C:8]2[CH:12]=[C:11]([CH2:13][NH:14][C:15]3[C:24]4[C:19](=[CH:20][CH:21]=[CH:22][N:23]=4)[N:18]=[CH:17][C:16]=3[NH2:25])[O:10][N:9]=2)=[CH:6][CH:7]=1. (2) Given the reactants [C:1](Cl)(=O)C.[Br:5][C:6]1[C:7]([CH3:16])=[C:8]([CH:12]=[C:13]([I:15])[CH:14]=1)[C:9]([OH:11])=[O:10], predict the reaction product. The product is: [Br:5][C:6]1[C:7]([CH3:16])=[C:8]([CH:12]=[C:13]([I:15])[CH:14]=1)[C:9]([O:11][CH3:1])=[O:10]. (3) Given the reactants [I-:1].[Na+].[CH3:3][O:4][CH2:5][C:6](Cl)=[O:7].C([O:12]C(C)C)(C)C.[C:16](#N)[CH3:17], predict the reaction product. The product is: [CH3:3][O:4][CH2:5][C:6]([O:7][CH:16]([I:1])[CH3:17])=[O:12]. (4) The product is: [O:1]=[C:2]1[N:8]([CH:9]2[CH2:10][CH2:11][N:12]([C:15]([O:17][C@H:18]([CH2:37][C:38]3[CH:43]=[C:42]([CH3:44])[C:41]([OH:45])=[C:40]([CH3:46])[CH:39]=3)[C:19]([N:21]3[CH2:22][CH2:23][CH:24]([CH:27]4[CH2:32][CH2:31][N:30]([CH2:33][C:34]([O:36][CH2:58][CH2:57][N:51]5[CH2:56][CH2:55][O:54][CH2:53][CH2:52]5)=[O:35])[CH2:29][CH2:28]4)[CH2:25][CH2:26]3)=[O:20])=[O:16])[CH2:13][CH2:14]2)[CH2:7][CH2:6][C:5]2[CH:47]=[CH:48][CH:49]=[CH:50][C:4]=2[NH:3]1. Given the reactants [O:1]=[C:2]1[N:8]([CH:9]2[CH2:14][CH2:13][N:12]([C:15]([O:17][C@H:18]([CH2:37][C:38]3[CH:43]=[C:42]([CH3:44])[C:41]([OH:45])=[C:40]([CH3:46])[CH:39]=3)[C:19]([N:21]3[CH2:26][CH2:25][CH:24]([CH:27]4[CH2:32][CH2:31][N:30]([CH2:33][C:34]([OH:36])=[O:35])[CH2:29][CH2:28]4)[CH2:23][CH2:22]3)=[O:20])=[O:16])[CH2:11][CH2:10]2)[CH2:7][CH2:6][C:5]2[CH:47]=[CH:48][CH:49]=[CH:50][C:4]=2[NH:3]1.[N:51]1([CH2:57][CH2:58]O)[CH2:56][CH2:55][O:54][CH2:53][CH2:52]1.C([O-])(O)=O.[Na+], predict the reaction product.